This data is from Catalyst prediction with 721,799 reactions and 888 catalyst types from USPTO. The task is: Predict which catalyst facilitates the given reaction. (1) Reactant: [NH:1]1[C:9]2[C:4](=[CH:5][CH:6]=[CH:7][CH:8]=2)[C:3]([CH:10]=[CH:11][C:12]([NH:14][C:15]2[CH:16]=[C:17]([CH:21]=[CH:22][CH:23]=2)[C:18]([OH:20])=O)=[O:13])=[CH:2]1.[N:24]1([CH2:30][CH2:31][CH2:32][NH2:33])[CH2:29][CH2:28][O:27][CH2:26][CH2:25]1.F[P-](F)(F)(F)(F)F.N1(OC(N(C)C)=[N+](C)C)C2N=CC=CC=2N=N1.C(N(CC)C(C)C)(C)C.[Na]. Product: [NH:1]1[C:9]2[C:4](=[CH:5][CH:6]=[CH:7][CH:8]=2)[C:3]([CH:10]=[CH:11][C:12]([NH:14][C:15]2[CH:16]=[C:17]([CH:21]=[CH:22][CH:23]=2)[C:18]([NH:33][CH2:32][CH2:31][CH2:30][N:24]2[CH2:29][CH2:28][O:27][CH2:26][CH2:25]2)=[O:20])=[O:13])=[CH:2]1. The catalyst class is: 42. (2) Reactant: C[O:2][C:3](=[O:12])[CH2:4][N:5]1[CH2:10][CH2:9][CH2:8][O:7][C:6]1=[O:11].[OH-].[Na+]. Product: [O:11]=[C:6]1[N:5]([CH2:4][C:3]([OH:12])=[O:2])[CH2:10][CH2:9][CH2:8][O:7]1. The catalyst class is: 278.